This data is from NCI-60 drug combinations with 297,098 pairs across 59 cell lines. The task is: Regression. Given two drug SMILES strings and cell line genomic features, predict the synergy score measuring deviation from expected non-interaction effect. (1) Drug 1: C1C(C(OC1N2C=C(C(=O)NC2=O)F)CO)O. Drug 2: CCCCCOC(=O)NC1=NC(=O)N(C=C1F)C2C(C(C(O2)C)O)O. Cell line: MOLT-4. Synergy scores: CSS=52.3, Synergy_ZIP=-1.42, Synergy_Bliss=-2.10, Synergy_Loewe=-43.0, Synergy_HSA=-2.42. (2) Drug 1: CC(C1=C(C=CC(=C1Cl)F)Cl)OC2=C(N=CC(=C2)C3=CN(N=C3)C4CCNCC4)N. Drug 2: C1=NC2=C(N=C(N=C2N1C3C(C(C(O3)CO)O)F)Cl)N. Cell line: NCI-H322M. Synergy scores: CSS=3.43, Synergy_ZIP=-2.25, Synergy_Bliss=-7.31, Synergy_Loewe=-9.67, Synergy_HSA=-9.71. (3) Drug 1: C1CC(=O)NC(=O)C1N2CC3=C(C2=O)C=CC=C3N. Drug 2: C1=NC(=NC(=O)N1C2C(C(C(O2)CO)O)O)N. Cell line: UACC62. Synergy scores: CSS=5.43, Synergy_ZIP=-3.85, Synergy_Bliss=-7.14, Synergy_Loewe=-15.8, Synergy_HSA=-5.33. (4) Drug 1: CC1=C(C(=CC=C1)Cl)NC(=O)C2=CN=C(S2)NC3=CC(=NC(=N3)C)N4CCN(CC4)CCO. Drug 2: C1CN1C2=NC(=NC(=N2)N3CC3)N4CC4. Cell line: HCT-15. Synergy scores: CSS=46.1, Synergy_ZIP=-4.04, Synergy_Bliss=0.102, Synergy_Loewe=-2.16, Synergy_HSA=4.59. (5) Drug 1: CCCS(=O)(=O)NC1=C(C(=C(C=C1)F)C(=O)C2=CNC3=C2C=C(C=N3)C4=CC=C(C=C4)Cl)F. Drug 2: CC1CCC2CC(C(=CC=CC=CC(CC(C(=O)C(C(C(=CC(C(=O)CC(OC(=O)C3CCCCN3C(=O)C(=O)C1(O2)O)C(C)CC4CCC(C(C4)OC)O)C)C)O)OC)C)C)C)OC. Cell line: COLO 205. Synergy scores: CSS=59.2, Synergy_ZIP=6.70, Synergy_Bliss=12.2, Synergy_Loewe=12.8, Synergy_HSA=15.4. (6) Drug 1: CC1C(C(CC(O1)OC2CC(CC3=C2C(=C4C(=C3O)C(=O)C5=C(C4=O)C(=CC=C5)OC)O)(C(=O)C)O)N)O.Cl. Drug 2: C1C(C(OC1N2C=NC3=C(N=C(N=C32)Cl)N)CO)O. Cell line: OVCAR3. Synergy scores: CSS=2.20, Synergy_ZIP=-6.79, Synergy_Bliss=-12.6, Synergy_Loewe=-14.3, Synergy_HSA=-13.7.